Dataset: Full USPTO retrosynthesis dataset with 1.9M reactions from patents (1976-2016). Task: Predict the reactants needed to synthesize the given product. (1) Given the product [CH:26]([C:23]1[CH:24]=[CH:25][C:20]([CH:14]2[C:13]3[C:12]([CH3:29])=[C:11]([O:30][CH3:31])[C:10]([CH3:32])=[C:9]([NH2:8])[C:17]=3[O:16][C:15]2([CH3:19])[CH3:18])=[CH:21][CH:22]=1)([CH3:28])[CH3:27], predict the reactants needed to synthesize it. The reactants are: C([NH:8][C:9]1[C:17]2[O:16][C:15]([CH3:19])([CH3:18])[CH:14]([C:20]3[CH:25]=[CH:24][C:23]([CH:26]([CH3:28])[CH3:27])=[CH:22][CH:21]=3)[C:13]=2[C:12]([CH3:29])=[C:11]([O:30][CH3:31])[C:10]=1[CH3:32])C1C=CC=CC=1. (2) Given the product [CH3:40][C@:18]12[C@@:17]3([CH3:41])[C@@H:26]([C@:27]4([CH3:30])[C@@H:14]([CH2:15][CH2:16]3)[C:13]([CH3:42])([CH3:43])[C:12]([C:51]3[CH:52]=[CH:53][C:48]([S:45]([CH3:44])(=[O:47])=[O:46])=[CH:49][CH:50]=3)=[CH:29][CH2:28]4)[CH2:25][CH2:24][C@@H:23]1[C@H:22]1[C@H:31]([C:34]([CH3:36])=[CH2:35])[CH2:32][CH2:33][C@:21]1([C:37]([OH:39])=[O:38])[CH2:20][CH2:19]2, predict the reactants needed to synthesize it. The reactants are: C(CCC1C=CC([C:12]2[C:13]([CH3:43])([CH3:42])[C@H:14]3[C@:27]([CH3:30])([CH2:28][CH:29]=2)[C@@H:26]2[C@:17]([CH3:41])([C@@:18]4([CH3:40])[C@H:23]([CH2:24][CH2:25]2)[C@H:22]2[C@H:31]([C:34]([CH3:36])=[CH2:35])[CH2:32][CH2:33][C@:21]2([C:37]([OH:39])=[O:38])[CH2:20][CH2:19]4)[CH2:16][CH2:15]3)=CC=1)(O)=O.[CH3:44][S:45]([C:48]1[CH:53]=[CH:52][C:51](B(O)O)=[CH:50][CH:49]=1)(=[O:47])=[O:46].B(O)O. (3) Given the product [OH:20][NH:19][C:11](=[O:12])[C:10]1[CH:15]=[CH:16][CH:17]=[CH:18][C:9]=1[C:8]#[C:7][C:1]1[CH:6]=[CH:5][CH:4]=[CH:3][CH:2]=1, predict the reactants needed to synthesize it. The reactants are: [C:1]1([C:7]#[C:8][C:9]2[CH:18]=[CH:17][CH:16]=[CH:15][C:10]=2[C:11](OC)=[O:12])[CH:6]=[CH:5][CH:4]=[CH:3][CH:2]=1.[NH2:19][OH:20].[OH-].[K+]. (4) The reactants are: [F:1][C:2]1[CH:21]=[CH:20][CH:19]=[CH:18][C:3]=1[CH2:4][NH:5][C:6]([NH:8][NH:9][C:10]([C:12]1[S:13][C:14]([Cl:17])=[CH:15][CH:16]=1)=O)=[O:7].Cl. Given the product [Cl:17][C:14]1[S:13][C:12]([C:10]2[N:5]([CH2:4][C:3]3[CH:18]=[CH:19][CH:20]=[CH:21][C:2]=3[F:1])[C:6](=[O:7])[NH:8][N:9]=2)=[CH:16][CH:15]=1, predict the reactants needed to synthesize it. (5) Given the product [C:9]([O:8][C:7](=[O:13])[NH:6][C@H:4]1[CH2:3][C@@H:2]([O:1][CH3:17])[CH2:5]1)([CH3:10])([CH3:12])[CH3:11], predict the reactants needed to synthesize it. The reactants are: [OH:1][C@@H:2]1[CH2:5][C@H:4]([NH:6][C:7](=[O:13])[O:8][C:9]([CH3:12])([CH3:11])[CH3:10])[CH2:3]1.[H-].[Na+].I[CH3:17].